This data is from Catalyst prediction with 721,799 reactions and 888 catalyst types from USPTO. The task is: Predict which catalyst facilitates the given reaction. (1) Reactant: Cl.[OH:2][CH2:3][C@H:4]1[CH2:9][CH2:8][C@H:7]([NH:10][C:11]([C@H:13]2[CH2:18][CH2:17][CH2:16][NH:15][CH2:14]2)=[O:12])[CH2:6][CH2:5]1.[Cl:19][C:20]1[C:21]([CH3:30])=[C:22]([S:26](Cl)(=[O:28])=[O:27])[CH:23]=[CH:24][CH:25]=1.C(N(CC)CC)C. Product: [Cl:19][C:20]1[C:21]([CH3:30])=[C:22]([S:26]([N:15]2[CH2:16][CH2:17][CH2:18][C@H:13]([C:11]([NH:10][C@H:7]3[CH2:6][CH2:5][C@H:4]([CH2:3][OH:2])[CH2:9][CH2:8]3)=[O:12])[CH2:14]2)(=[O:28])=[O:27])[CH:23]=[CH:24][CH:25]=1. The catalyst class is: 10. (2) Reactant: [NH:1]1[CH:5]=[C:4]([C:6]([OH:8])=O)[N:3]=[N:2]1.CCN(C(C)C)C(C)C.CN(C(ON1N=NC2C=CC=NC1=2)=[N+](C)C)C.F[P-](F)(F)(F)(F)F.C(OC([NH:49][C@H:50]([CH2:59][C:60]1[CH:65]=[CH:64][C:63]([C:66]2[CH:71]=[CH:70][CH:69]=[CH:68][C:67]=2[F:72])=[CH:62][CH:61]=1)[CH2:51][C@:52]([CH2:57][OH:58])([CH3:56])[C:53]([OH:55])=[O:54])=O)(C)(C)C. Product: [F:72][C:67]1[CH:68]=[CH:69][CH:70]=[CH:71][C:66]=1[C:63]1[CH:64]=[CH:65][C:60]([CH2:59][C@@H:50]([NH:49][C:6]([C:4]2[NH:3][N:2]=[N:1][CH:5]=2)=[O:8])[CH2:51][C@:52]([CH2:57][OH:58])([CH3:56])[C:53]([OH:55])=[O:54])=[CH:61][CH:62]=1. The catalyst class is: 3. (3) Reactant: [C:1]([O:5][C:6](=[O:25])[C@H:7]([CH2:16][CH2:17][C:18]([O:20][C:21]([CH3:24])([CH3:23])[CH3:22])=[O:19])[NH:8][C:9]([O:11][C:12]([CH3:15])([CH3:14])[CH3:13])=[O:10])([CH3:4])([CH3:3])[CH3:2].[Li].C[Si]([N-][Si](C)(C)C)(C)C.[F:36][C:37]1[CH:44]=[CH:43][C:42]([C:45]([F:48])([F:47])[F:46])=[CH:41][C:38]=1[CH2:39]Br. Product: [C:1]([O:5][C:6](=[O:25])[C@@H:7]([NH:8][C:9]([O:11][C:12]([CH3:13])([CH3:14])[CH3:15])=[O:10])[CH2:16][C@H:17]([CH2:39][C:38]1[CH:41]=[C:42]([C:45]([F:46])([F:48])[F:47])[CH:43]=[CH:44][C:37]=1[F:36])[C:18]([O:20][C:21]([CH3:24])([CH3:23])[CH3:22])=[O:19])([CH3:2])([CH3:3])[CH3:4]. The catalyst class is: 1. (4) Reactant: C[SiH](C)C1C=CC=CC=1[SiH](C)C.[CH2:13]([N:20]1[CH2:26][CH2:25][CH2:24][CH2:23][CH2:22][C:21]1=O)[C:14]1[CH:19]=[CH:18][CH:17]=[CH:16][CH:15]=1. Product: [CH2:13]([N:20]1[CH2:26][CH2:25][CH2:24][CH2:23][CH2:22][CH2:21]1)[C:14]1[CH:19]=[CH:18][CH:17]=[CH:16][CH:15]=1. The catalyst class is: 11. (5) The catalyst class is: 51. Reactant: [CH3:1][C:2]1[C:10]2[N:9]=[C:8]([C@@H:11]([NH2:13])[CH3:12])[N:7]([C:14]3[CH:19]=[CH:18][CH:17]=[CH:16][CH:15]=3)[C:6]=2[CH:5]=[CH:4][CH:3]=1.Cl[C:21]1[N:29]=[CH:28][N:27]=[C:26]2[C:22]=1[N:23]=[CH:24][NH:25]2.CCN(C(C)C)C(C)C. Product: [CH3:1][C:2]1[C:10]2[N:9]=[C:8]([C@@H:11]([NH:13][C:21]3[N:29]=[CH:28][N:27]=[C:26]4[C:22]=3[N:23]=[CH:24][NH:25]4)[CH3:12])[N:7]([C:14]3[CH:19]=[CH:18][CH:17]=[CH:16][CH:15]=3)[C:6]=2[CH:5]=[CH:4][CH:3]=1. (6) Reactant: [CH:1]1[C:13]2[CH:12]([CH2:14][O:15][C:16](=[O:37])[NH:17][C:18]3[CH:23]=[CH:22][C:21]([S:24][C:25]4[CH:30]=[CH:29][C:28]([C:31](Cl)=[O:32])=[CH:27][C:26]=4[N+:34]([O-:36])=[O:35])=[CH:20][CH:19]=3)[C:11]3[C:6](=[CH:7][CH:8]=[CH:9][CH:10]=3)[C:5]=2[CH:4]=[CH:3][CH:2]=1.[Cl:38][C:39]1[CH:40]=[CH:41][C:42]([NH2:45])=[N:43][CH:44]=1.C(N(C(C)C)CC)(C)C. Product: [CH:1]1[C:13]2[CH:12]([CH2:14][O:15][C:16](=[O:37])[NH:17][C:18]3[CH:23]=[CH:22][C:21]([S:24][C:25]4[CH:30]=[CH:29][C:28]([C:31](=[O:32])[NH:45][C:42]5[CH:41]=[CH:40][C:39]([Cl:38])=[CH:44][N:43]=5)=[CH:27][C:26]=4[N+:34]([O-:36])=[O:35])=[CH:20][CH:19]=3)[C:11]3[C:6](=[CH:7][CH:8]=[CH:9][CH:10]=3)[C:5]=2[CH:4]=[CH:3][CH:2]=1. The catalyst class is: 7.